This data is from Reaction yield outcomes from USPTO patents with 853,638 reactions. The task is: Predict the reaction yield, written as a fraction of the theoretical maximum amount of product (1.0 means a 100% yield; for example, 0.34 means a 34% yield). The reactants are [CH2:1]([O:3]/[C:4](=[CH:10]\[C:11]1[CH:16]=[CH:15][C:14](B2OC(C)(C)C(C)(C)O2)=[CH:13][CH:12]=1)/[C:5]([O:7][CH2:8][CH3:9])=[O:6])[CH3:2].[CH3:26][NH:27][C:28]1[N:33]=[C:32](Br)[CH:31]=[CH:30][CH:29]=1.[F-].[Cs+].O. The catalyst is COCCOCCOC.C1C=CC(P(C2C=CC=CC=2)[C-]2C=CC=C2)=CC=1.C1C=CC(P(C2C=CC=CC=2)[C-]2C=CC=C2)=CC=1.Cl[Pd]Cl.[Fe+2].C(OCC)(=O)C. The product is [CH2:1]([O:3]/[C:4](=[CH:10]\[C:11]1[CH:12]=[CH:13][C:14]([C:32]2[CH:31]=[CH:30][CH:29]=[C:28]([NH:27][CH3:26])[N:33]=2)=[CH:15][CH:16]=1)/[C:5]([O:7][CH2:8][CH3:9])=[O:6])[CH3:2]. The yield is 0.760.